Task: Predict the reactants needed to synthesize the given product.. Dataset: Full USPTO retrosynthesis dataset with 1.9M reactions from patents (1976-2016) Given the product [F:1][C:2]1[C:3]([NH:38][C@H:39]2[CH2:44][CH2:43][CH2:42][C@@H:41]([C:45]([OH:47])=[O:46])[CH2:40]2)=[N:4][C:5]([C:9]2[C:17]3[C:12](=[N:13][CH:14]=[C:15]([F:18])[CH:16]=3)[N:11]([C:19]([C:32]3[CH:33]=[CH:34][CH:35]=[CH:36][CH:37]=3)([C:20]3[CH:25]=[CH:24][CH:23]=[CH:22][CH:21]=3)[C:26]3[CH:27]=[CH:28][CH:29]=[CH:30][CH:31]=3)[N:10]=2)=[C:6]([F:8])[CH:7]=1, predict the reactants needed to synthesize it. The reactants are: [F:1][C:2]1[C:3]([NH:38][C@H:39]2[CH2:44][CH2:43][CH2:42][C@@H:41]([C:45]([O:47]CC)=[O:46])[CH2:40]2)=[N:4][C:5]([C:9]2[C:17]3[C:12](=[N:13][CH:14]=[C:15]([F:18])[CH:16]=3)[N:11]([C:19]([C:32]3[CH:37]=[CH:36][CH:35]=[CH:34][CH:33]=3)([C:26]3[CH:31]=[CH:30][CH:29]=[CH:28][CH:27]=3)[C:20]3[CH:25]=[CH:24][CH:23]=[CH:22][CH:21]=3)[N:10]=2)=[C:6]([F:8])[CH:7]=1.O.[OH-].[Li+].CCOC(C)=O.